The task is: Predict the reaction yield, written as a fraction of the theoretical maximum amount of product (1.0 means a 100% yield; for example, 0.34 means a 34% yield).. This data is from Reaction yield outcomes from USPTO patents with 853,638 reactions. (1) The reactants are [C:1]([C:3]1[CH:8]=[CH:7][C:6]([NH:9][CH:10]([C:16]2[CH:21]=[CH:20][C:19]([OH:22])=[C:18]([S:23][CH3:24])[CH:17]=2)[C:11]([O:13][CH2:14][CH3:15])=[O:12])=[CH:5][CH:4]=1)#[N:2].C([O-])([O-])=O.[Cs+].[Cs+].[CH:31](I)([CH3:33])[CH3:32].O. The catalyst is CC(C)=O. The product is [C:1]([C:3]1[CH:8]=[CH:7][C:6]([NH:9][CH:10]([C:16]2[CH:21]=[CH:20][C:19]([O:22][CH:31]([CH3:33])[CH3:32])=[C:18]([S:23][CH3:24])[CH:17]=2)[C:11]([O:13][CH2:14][CH3:15])=[O:12])=[CH:5][CH:4]=1)#[N:2]. The yield is 0.630. (2) The reactants are [CH3:1][N:2]1[CH:6]=[CH:5][C:4]([C:7](=O)[CH2:8][C:9]2[CH:13]=[CH:12][S:11][CH:10]=2)=[N:3]1.[OH:15][C:16]1[C:23]([N+:24]([O-:26])=[O:25])=[CH:22][C:19]([CH:20]=O)=[CH:18][C:17]=1[O:27][CH3:28].[NH2:29][C:30]([NH2:32])=[O:31].Cl.[CH3:34]CO. No catalyst specified. The product is [CH2:28]([O:27][C:17]1[CH:18]=[C:19]([CH:20]2[C:8]([C:9]3[CH:13]=[CH:12][S:11][CH:10]=3)=[C:7]([C:4]3[CH:5]=[CH:6][N:2]([CH3:1])[N:3]=3)[NH:32][C:30](=[O:31])[NH:29]2)[CH:22]=[C:23]([N+:24]([O-:26])=[O:25])[C:16]=1[OH:15])[CH3:34]. The yield is 0.810.